Dataset: Forward reaction prediction with 1.9M reactions from USPTO patents (1976-2016). Task: Predict the product of the given reaction. Given the reactants [N:1]1([C:10](=[O:32])/[CH:11]=[CH:12]/[C@@H:13]([NH:16][C:17]([C@@H:19]2[CH2:23][C@H:22]([F:24])[CH2:21][N:20]2C(OC(C)(C)C)=O)=[O:18])[CH2:14][CH3:15])[C:9]2[C:4](=[CH:5][CH:6]=[CH:7][CH:8]=2)[CH2:3][CH2:2]1.[C:33]([OH:39])([C:35]([F:38])([F:37])[F:36])=[O:34], predict the reaction product. The product is: [F:36][C:35]([F:38])([F:37])[C:33]([OH:39])=[O:34].[N:1]1([C:10](=[O:32])/[CH:11]=[CH:12]/[C@@H:13]([NH:16][C:17](=[O:18])[C@@H:19]2[CH2:23][C@H:22]([F:24])[CH2:21][NH:20]2)[CH2:14][CH3:15])[C:9]2[C:4](=[CH:5][CH:6]=[CH:7][CH:8]=2)[CH2:3][CH2:2]1.